Predict the reaction yield, written as a fraction of the theoretical maximum amount of product (1.0 means a 100% yield; for example, 0.34 means a 34% yield). From a dataset of Reaction yield outcomes from USPTO patents with 853,638 reactions. (1) The reactants are [CH3:1][O:2][C:3]1[CH:4]=[C:5]2[C:10](=[CH:11][C:12]=1[O:13][CH3:14])[N:9]=[CH:8][CH:7]=[C:6]2[O:15][C:16]1[CH:22]=[CH:21][C:19]([NH2:20])=[CH:18][CH:17]=1.Cl[C:24](Cl)([O:26][C:27](=[O:33])OC(Cl)(Cl)Cl)Cl.[CH2:35](O)[CH2:36][CH2:37][CH2:38][CH2:39][CH2:40][CH2:41][CH2:42][CH2:43][CH2:44][CH2:45][CH2:46][CH2:47][CH2:48][CH2:49][CH2:50][CH2:51]C.C(=O)(O)[O-].[Na+]. The catalyst is C(Cl)Cl.C(N(CC)CC)C.C1(C)C=CC=CC=1. The product is [CH3:1][O:2][C:3]1[CH:4]=[C:5]2[C:10](=[CH:11][C:12]=1[O:13][CH3:14])[N:9]=[CH:8][CH:7]=[C:6]2[O:15][C:16]1[CH:22]=[CH:21][C:19]([NH:20][C:27](=[O:33])[O:26][CH2:24][CH2:51][CH2:50][CH2:49][CH2:48][CH2:47][CH2:46][CH2:45][CH2:44][CH2:43][CH2:42][CH2:41][CH2:40][CH2:39][CH2:38][CH2:37][CH2:36][CH3:35])=[CH:18][CH:17]=1. The yield is 0.510. (2) The reactants are C([O-])([O-])=O.[K+].[K+].[Br:7][C:8]1[CH:13]=[CH:12][C:11]([C:14]([F:17])([F:16])[F:15])=[CH:10][C:9]=1[SH:18].CS(O[CH:24]1[CH2:29][CH2:28][O:27][CH:26]([C:30]2[CH:35]=[CH:34][C:33]([Cl:36])=[CH:32][CH:31]=2)[CH2:25]1)(=O)=O. The catalyst is CN(C=O)C.CCOC(C)=O.O. The product is [Br:7][C:8]1[CH:13]=[CH:12][C:11]([C:14]([F:15])([F:16])[F:17])=[CH:10][C:9]=1[S:18][CH:24]1[CH2:29][CH2:28][O:27][CH:26]([C:30]2[CH:31]=[CH:32][C:33]([Cl:36])=[CH:34][CH:35]=2)[CH2:25]1. The yield is 0.320. (3) The yield is 0.630. No catalyst specified. The product is [C:31]([C:33]1[CH:38]=[C:37]([C:18]2[N:19]([C:24]([O:26][C:27]([CH3:28])([CH3:29])[CH3:30])=[O:25])[CH2:20][CH2:21][O:22][CH:23]=2)[CH:36]=[CH:35][CH:34]=1)#[N:32]. The reactants are O(P(O[C:18]1[N:19]([C:24]([O:26][C:27]([CH3:30])([CH3:29])[CH3:28])=[O:25])[CH2:20][CH2:21][O:22][CH:23]=1)(OC1C=CC=CC=1)=O)C1C=CC=CC=1.[C:31]([C:33]1[CH:34]=[C:35](B(O)O)[CH:36]=[CH:37][CH:38]=1)#[N:32]. (4) The reactants are [F:1][C:2]1[CH:7]=[C:6]([N:8]2[CH2:12][CH2:11][NH:10][C:9]2=[O:13])[CH:5]=[CH:4][C:3]=1[N:14]1[CH:19]=[C:18]([O:20][CH3:21])[C:17](=[O:22])[C:16]([C:23]2[N:27]([C:28]3[CH:33]=[CH:32][CH:31]=[CH:30][CH:29]=3)[N:26]=[CH:25][CH:24]=2)=[N:15]1.I[CH3:35].[H-].[Na+]. The catalyst is CN(C=O)C. The product is [F:1][C:2]1[CH:7]=[C:6]([N:8]2[CH2:12][CH2:11][N:10]([CH3:35])[C:9]2=[O:13])[CH:5]=[CH:4][C:3]=1[N:14]1[CH:19]=[C:18]([O:20][CH3:21])[C:17](=[O:22])[C:16]([C:23]2[N:27]([C:28]3[CH:29]=[CH:30][CH:31]=[CH:32][CH:33]=3)[N:26]=[CH:25][CH:24]=2)=[N:15]1. The yield is 0.590. (5) The reactants are C(OC([N:8]1[CH2:13][CH2:12][C:11]([C:16]2[CH:21]=[CH:20][C:19]([Cl:22])=[CH:18][CH:17]=2)([C:14]#[N:15])[CH2:10][CH2:9]1)=O)(C)(C)C.FC(F)(F)C(O)=O. The catalyst is ClCCl. The product is [Cl:22][C:19]1[CH:20]=[CH:21][C:16]([C:11]2([C:14]#[N:15])[CH2:12][CH2:13][NH:8][CH2:9][CH2:10]2)=[CH:17][CH:18]=1. The yield is 0.820. (6) The reactants are CC1NN=C(C(F)(F)F)C=1.C(=O)([O-])[O-].[K+].[K+].Br[C:18]1[CH:19]=[CH:20][C:21]([N+:24]([O-:26])=[O:25])=[N:22][CH:23]=1.CC(=O)OCC.[Cl-].[Na+].O. The catalyst is CS(C)=O. The product is [N+:24]([C:21]1[CH:20]=[CH:19][CH:18]=[CH:23][N:22]=1)([O-:26])=[O:25]. The yield is 0.233. (7) The reactants are [CH3:1][C:2]1([CH3:22])[CH2:7][NH:6][CH:5]([CH2:8][C:9]([NH:11][C:12]2[CH:17]=[CH:16][C:15]([CH:18]([CH3:20])[CH3:19])=[CH:14][CH:13]=2)=[O:10])[C:4](=[O:21])[O:3]1.C(N(C(C)C)CC)(C)C.[S:32](Cl)([CH3:35])(=[O:34])=[O:33]. The catalyst is ClCCl. The product is [CH3:22][C:2]1([CH3:1])[CH2:7][N:6]([S:32]([CH3:35])(=[O:34])=[O:33])[CH:5]([CH2:8][C:9]([NH:11][C:12]2[CH:17]=[CH:16][C:15]([CH:18]([CH3:19])[CH3:20])=[CH:14][CH:13]=2)=[O:10])[C:4](=[O:21])[O:3]1. The yield is 0.760.